Dataset: Forward reaction prediction with 1.9M reactions from USPTO patents (1976-2016). Task: Predict the product of the given reaction. (1) Given the reactants FC(F)(F)C(O[CH2:6][CH:7]=[C:8]1[C:17]2[C:12](=[CH:13][C:14]([F:18])=[CH:15][CH:16]=2)[O:11][CH2:10][CH2:9]1)=O.[NH2:21][C:22]([NH2:24])=[S:23], predict the reaction product. The product is: [F:18][C:14]1[CH:13]=[C:12]2[C:17](/[C:8](=[CH:7]/[CH2:6][S:23][C:22](=[NH:21])[NH2:24])/[CH2:9][CH2:10][O:11]2)=[CH:16][CH:15]=1. (2) Given the reactants [C:1]([C:5]1[CH:6]=[C:7]([CH2:15][CH2:16][C:17]2[CH:18]=[C:19]([CH2:39][CH2:40][C:41]3[CH:42]=[C:43]([CH:46]=[C:47]([CH2:49][CH2:50][C:51]4[CH:56]=[C:55]([CH2:57][CH2:58][C:59]5[CH:64]=[C:63]([C:65]([CH3:68])([CH3:67])[CH3:66])[CH:62]=[C:61]([C:69]([CH3:72])([CH3:71])[CH3:70])[CH:60]=5)[CH:54]=[C:53]([CH2:73][CH2:74][C:75]5[CH:80]=[C:79]([C:81]([CH3:84])([CH3:83])[CH3:82])[CH:78]=[C:77]([C:85]([CH3:88])([CH3:87])[CH3:86])[CH:76]=5)[CH:52]=4)[CH:48]=3)[CH2:44][OH:45])[CH:20]=[C:21]([CH2:23][CH2:24][C:25]3[CH:30]=[C:29]([C:31]([CH3:34])([CH3:33])[CH3:32])[CH:28]=[C:27]([C:35]([CH3:38])([CH3:37])[CH3:36])[CH:26]=3)[CH:22]=2)[CH:8]=[C:9]([C:11]([CH3:14])([CH3:13])[CH3:12])[CH:10]=1)([CH3:4])([CH3:3])[CH3:2].[Cr](Cl)([O-])(=O)=O.[NH+]1C=CC=CC=1, predict the reaction product. The product is: [C:65]([C:63]1[CH:64]=[C:59]([CH2:58][CH2:57][C:55]2[CH:56]=[C:51]([CH2:50][CH2:49][C:47]3[CH:46]=[C:43]([CH:42]=[C:41]([CH2:40][CH2:39][C:19]4[CH:18]=[C:17]([CH2:16][CH2:15][C:7]5[CH:8]=[C:9]([C:11]([CH3:14])([CH3:13])[CH3:12])[CH:10]=[C:5]([C:1]([CH3:4])([CH3:3])[CH3:2])[CH:6]=5)[CH:22]=[C:21]([CH2:23][CH2:24][C:25]5[CH:30]=[C:29]([C:31]([CH3:34])([CH3:33])[CH3:32])[CH:28]=[C:27]([C:35]([CH3:38])([CH3:37])[CH3:36])[CH:26]=5)[CH:20]=4)[CH:48]=3)[CH:44]=[O:45])[CH:52]=[C:53]([CH2:73][CH2:74][C:75]3[CH:80]=[C:79]([C:81]([CH3:84])([CH3:83])[CH3:82])[CH:78]=[C:77]([C:85]([CH3:88])([CH3:87])[CH3:86])[CH:76]=3)[CH:54]=2)[CH:60]=[C:61]([C:69]([CH3:71])([CH3:70])[CH3:72])[CH:62]=1)([CH3:66])([CH3:67])[CH3:68]. (3) Given the reactants [Cl:1][C:2]1[CH:3]=[CH:4][C:5]([O:25][CH3:26])=[C:6]([C:8]2[N:9]=[C:10]([NH:13][C:14]3[CH:19]=[CH:18][CH:17]=[C:16]([N:20]4[CH:24]=[CH:23][N:22]=[CH:21]4)[CH:15]=3)[S:11][CH:12]=2)[CH:7]=1.B(Br)(Br)[Br:28], predict the reaction product. The product is: [BrH:28].[Cl:1][C:2]1[CH:3]=[CH:4][C:5]([O:25][CH3:26])=[C:6]([C:8]2[N:9]=[C:10]([NH:13][C:14]3[CH:19]=[CH:18][CH:17]=[C:16]([N:20]4[CH:24]=[CH:23][N:22]=[CH:21]4)[CH:15]=3)[S:11][CH:12]=2)[CH:7]=1. (4) Given the reactants [C:1]([OH:10])(=[O:9])[C@@H:2]([C@H:4]([C:6]([OH:8])=[O:7])[OH:5])[OH:3].[CH:11]1([CH2:14][N:15]([CH:22]([C:24]2[CH:29]=[CH:28][C:27]([F:30])=[CH:26][C:25]=2[C:31]([F:34])([F:33])[F:32])[CH3:23])[CH:16]2[CH2:21][CH2:20][NH:19][CH2:18][CH2:17]2)[CH2:13][CH2:12]1, predict the reaction product. The product is: [C:6]([C@@H:4]([C@H:2]([C:1]([OH:10])=[O:9])[OH:3])[OH:5])([OH:8])=[O:7].[F:30][C:27]1[CH:28]=[CH:29][C:24]([CH:22]([N:15]([CH2:14][CH:11]2[CH2:13][CH2:12]2)[CH:16]2[CH2:21][CH2:20][NH:19][CH2:18][CH2:17]2)[CH3:23])=[C:25]([C:31]([F:34])([F:32])[F:33])[CH:26]=1.